Dataset: Full USPTO retrosynthesis dataset with 1.9M reactions from patents (1976-2016). Task: Predict the reactants needed to synthesize the given product. (1) Given the product [O:1]1[CH2:6][CH2:5][N:4]([CH2:7][C:8]([NH:10][C:11]2[N:16]=[CH:15][C:14](/[CH:17]=[CH:18]/[C:19]([OH:21])=[O:20])=[CH:13][CH:12]=2)=[O:9])[CH2:3][CH2:2]1, predict the reactants needed to synthesize it. The reactants are: [O:1]1[CH2:6][CH2:5][N:4]([CH2:7][C:8]([NH:10][C:11]2[N:16]=[CH:15][C:14](/[CH:17]=[CH:18]/[C:19]([O:21]C(C)(C)C)=[O:20])=[CH:13][CH:12]=2)=[O:9])[CH2:3][CH2:2]1.FC(F)(F)C(O)=O. (2) Given the product [CH2:80]([O:84][C:49](=[O:48])[C@H:50]([OH:69])[CH2:51][N:52]([CH2:54][C:55]1[CH:60]=[CH:59][C:58]([C:61]2[CH:66]=[C:65]([Cl:67])[CH:64]=[CH:63][C:62]=2[F:68])=[CH:57][CH:56]=1)[NH:53][C:13]([C:11]1[O:10][N:9]=[C:8]([C:3]2[CH:4]=[CH:5][CH:6]=[CH:7][C:2]=2[F:1])[CH:12]=1)=[O:15])[CH:81]([CH3:83])[CH3:82], predict the reactants needed to synthesize it. The reactants are: [F:1][C:2]1[CH:7]=[CH:6][CH:5]=[CH:4][C:3]=1[C:8]1[CH:12]=[C:11]([C:13]([OH:15])=O)[O:10][N:9]=1.CN(C(ON1N=NC2C=CC=NC1=2)=[N+](C)C)C.F[P-](F)(F)(F)(F)F.CC(N(C)C)=O.C([O:48][C:49](=O)[C@H:50]([OH:69])[CH2:51][N:52]([CH2:54][C:55]1[CH:60]=[CH:59][C:58]([C:61]2[CH:66]=[C:65]([Cl:67])[CH:64]=[CH:63][C:62]=2[F:68])=[CH:57][CH:56]=1)[NH2:53])C.CCN(C(C)C)C(C)C.[CH2:80]([OH:84])[CH:81]([CH3:83])[CH3:82].Cl.O1CCOCC1. (3) Given the product [S:25]1[C:29]2[CH:30]=[C:7]([CH2:6][NH:3][C:4](=[O:15])[O:42][C:38]([CH3:41])([CH3:40])[CH3:39])[CH:32]=[CH:33][C:28]=2[N:27]=[CH:26]1, predict the reactants needed to synthesize it. The reactants are: C([N:3]([CH2:6][CH3:7])[CH2:4]C)C.C1(P(N=[N+]=[N-])(C2C=CC=CC=2)=[O:15])C=CC=CC=1.[S:25]1[C:29]2[CH:30]=C(CC(O)=O)[CH:32]=[CH:33][C:28]=2[N:27]=[CH:26]1.[C:38]([OH:42])([CH3:41])([CH3:40])[CH3:39]. (4) Given the product [F:22][C:23]1[CH:30]=[CH:29][C:26]([CH2:27][NH:28][CH2:2][CH2:3][CH2:4][O:5][C:6]2[CH:11]=[CH:10][C:9]([C:12]3[N:13]=[C:14]4[CH:19]=[C:18]([CH3:20])[CH:17]=[CH:16][N:15]4[CH:21]=3)=[CH:8][CH:7]=2)=[CH:25][CH:24]=1, predict the reactants needed to synthesize it. The reactants are: Cl[CH2:2][CH2:3][CH2:4][O:5][C:6]1[CH:11]=[CH:10][C:9]([C:12]2[N:13]=[C:14]3[CH:19]=[C:18]([CH3:20])[CH:17]=[CH:16][N:15]3[CH:21]=2)=[CH:8][CH:7]=1.[F:22][C:23]1[CH:30]=[CH:29][C:26]([CH2:27][NH2:28])=[CH:25][CH:24]=1. (5) Given the product [ClH:40].[CH3:1][O:2][C:3]1[C:4]([O:23][CH3:24])=[CH:5][C:6]2[CH2:7][CH:8]3[CH2:22][N:21]([C:32](=[O:39])[C:33]4[CH:38]=[CH:37][CH:36]=[CH:35][CH:34]=4)[CH2:20][CH2:19][N:9]3[CH:10]([C:13]3[CH:18]=[CH:17][CH:16]=[CH:15][CH:14]=3)[C:11]=2[CH:12]=1, predict the reactants needed to synthesize it. The reactants are: [CH3:1][O:2][C:3]1[C:4]([O:23][CH3:24])=[CH:5][C:6]2[CH2:7][CH:8]3[CH2:22][NH:21][CH2:20][CH2:19][N:9]3[CH:10]([C:13]3[CH:18]=[CH:17][CH:16]=[CH:15][CH:14]=3)[C:11]=2[CH:12]=1.C(N(CC)CC)C.[C:32]([Cl:40])(=[O:39])[C:33]1[CH:38]=[CH:37][CH:36]=[CH:35][CH:34]=1. (6) Given the product [Cl:14][C:8]1[CH:7]=[C:6]2[C:11]([C:12](=[O:13])[C:3]([CH2:2][NH:1][C:30]([C:28]3[CH:27]=[CH:26][C:25]4[N:21]=[CH:22][NH:23][C:24]=4[CH:29]=3)=[O:31])=[CH:4][N:5]2[C:15]2[CH:16]=[CH:17][CH:18]=[CH:19][CH:20]=2)=[CH:10][CH:9]=1, predict the reactants needed to synthesize it. The reactants are: [NH2:1][CH2:2][C:3]1[C:12](=[O:13])[C:11]2[C:6](=[CH:7][C:8]([Cl:14])=[CH:9][CH:10]=2)[N:5]([C:15]2[CH:20]=[CH:19][CH:18]=[CH:17][CH:16]=2)[CH:4]=1.[NH:21]1[C:25]2[CH:26]=[CH:27][C:28]([C:30](O)=[O:31])=[CH:29][C:24]=2[N:23]=[CH:22]1. (7) Given the product [NH2:7][C:6]1[C:8]2[C:9](=[N:10][CH:11]=[CH:17][C:16]=2[N:18]2[CH2:19][CH2:20][CH:21]([C:24]3[CH:29]=[CH:28][CH:27]=[CH:26][CH:25]=3)[CH2:22][CH2:23]2)[S:15][C:33]=1[C:34]([NH2:36])=[O:35], predict the reactants needed to synthesize it. The reactants are: CN(C)C=O.[C:6](/[C:8](=[C:16](/[N:18]1[CH2:23][CH2:22][CH:21]([C:24]2[CH:29]=[CH:28][CH:27]=[CH:26][CH:25]=2)[CH2:20][CH2:19]1)\[CH3:17])/[C:9](=[S:15])/[N:10]=[CH:11]/N(C)C)#[N:7].[OH-].[Na+].Cl[CH2:33][C:34]([NH2:36])=[O:35]. (8) Given the product [CH:28]([OH:30])=[O:29].[NH2:17][C:10]1[CH2:11][O:12][CH2:13][C:14]([F:15])([F:16])[C@:8]([C:6]2[CH:7]=[C:2]([NH:1][C:28]([C:25]3[CH:24]=[N:23][C:22]([CH:21]([F:31])[F:20])=[CH:27][N:26]=3)=[O:29])[CH:3]=[CH:4][C:5]=2[F:19])([CH3:18])[N:9]=1, predict the reactants needed to synthesize it. The reactants are: [NH2:1][C:2]1[CH:3]=[CH:4][C:5]([F:19])=[C:6]([C@:8]2([CH3:18])[C:14]([F:16])([F:15])[CH2:13][O:12][CH2:11][C:10]([NH2:17])=[N:9]2)[CH:7]=1.[F:20][CH:21]([F:31])[C:22]1[N:23]=[CH:24][C:25]([C:28]([OH:30])=[O:29])=[N:26][CH:27]=1.